Task: Predict the reactants needed to synthesize the given product.. Dataset: Full USPTO retrosynthesis dataset with 1.9M reactions from patents (1976-2016) (1) Given the product [CH3:30][O:29][C:27]1[CH:28]=[CH:23][C:24]([O:31][CH3:32])=[CH:25][C:26]=1[NH:11][C:7]1[N:8]=[CH:9][C:10]2=[C:2]([CH3:1])[N:3]=[C:4]([C:12]3[CH:17]=[CH:16][CH:15]=[C:14]([C:18]([F:21])([F:19])[F:20])[CH:13]=3)[N:5]2[N:6]=1, predict the reactants needed to synthesize it. The reactants are: [CH3:1][C:2]1[N:3]=[C:4]([C:12]2[CH:17]=[CH:16][CH:15]=[C:14]([C:18]([F:21])([F:20])[F:19])[CH:13]=2)[N:5]2[C:10]=1[CH:9]=[N:8][C:7]([NH2:11])=[N:6]2.Br[C:23]1[CH:28]=[C:27]([O:29][CH3:30])[CH:26]=[CH:25][C:24]=1[O:31][CH3:32].C(P(C(C)(C)C)C1C=CC=CC=1C1C=CC=CC=1)(C)(C)C.CC([O-])(C)C.[Na+]. (2) Given the product [CH2:1]([O:8][NH:9][CH3:10])[C:2]1[CH:7]=[CH:6][CH:5]=[CH:4][CH:3]=1, predict the reactants needed to synthesize it. The reactants are: [CH2:1]([O:8][N:9](CC)[C:10](=O)OC(C)(C)C)[C:2]1[CH:7]=[CH:6][CH:5]=[CH:4][CH:3]=1.C(O)(C(F)(F)F)=O. (3) The reactants are: Cl[C:2]1[C:11]2[C:6](=[C:7]([C:12]3[N:16]=[C:15]([C:17]4[CH:22]=[CH:21][C:20]([O:23][CH:24]([CH3:26])[CH3:25])=[C:19]([Cl:27])[CH:18]=4)[O:14][N:13]=3)[CH:8]=[CH:9][CH:10]=2)[CH:5]=[CH:4][N:3]=1.C(N(C(C)C)CC)(C)C.[NH2:37][CH2:38][CH2:39][C:40]([O:42][C:43]([CH3:46])([CH3:45])[CH3:44])=[O:41].CN1CCCC1=O. Given the product [Cl:27][C:19]1[CH:18]=[C:17]([C:15]2[O:14][N:13]=[C:12]([C:7]3[CH:8]=[CH:9][CH:10]=[C:11]4[C:6]=3[CH:5]=[CH:4][N:3]=[C:2]4[NH:37][CH2:38][CH2:39][C:40]([O:42][C:43]([CH3:46])([CH3:45])[CH3:44])=[O:41])[N:16]=2)[CH:22]=[CH:21][C:20]=1[O:23][CH:24]([CH3:26])[CH3:25], predict the reactants needed to synthesize it. (4) Given the product [CH3:1][N:2]1[C:7](=[O:8])[C:6]([CH3:14])([CH2:9][CH:10]=[C:11]([CH3:12])[CH3:13])[C:5](=[O:15])[N:4]([CH2:19][C:20](=[O:21])[C:22]2[CH:23]=[N:24][CH:25]=[CH:26][CH:27]=2)[C:3]1=[O:16], predict the reactants needed to synthesize it. The reactants are: [CH3:1][N:2]1[C:7](=[O:8])[C:6]([CH3:14])([CH2:9][CH:10]=[C:11]([CH3:13])[CH3:12])[C:5](=[O:15])[NH:4][C:3]1=[O:16].Br.Br[CH2:19][C:20]([C:22]1[CH:23]=[N:24][CH:25]=[CH:26][CH:27]=1)=[O:21].C([O-])([O-])=O.[K+].[K+]. (5) The reactants are: [H-].[Na+].[N:3]1[C:11]([NH2:12])=[C:10]2[C:6]([N:7]=[CH:8][NH:9]2)=[N:5][CH:4]=1.Br[CH2:14][CH2:15][C:16]#[N:17]. Given the product [C:16]([CH2:15][CH2:14][N:7]1[CH:8]=[N:9][C:10]2[C:6]1=[N:5][CH:4]=[N:3][C:11]=2[NH2:12])#[N:17], predict the reactants needed to synthesize it. (6) Given the product [CH3:1][N:2]1[C:6]2[CH:7]=[N:8][C:9]([C:11]([O:13][CH3:14])=[O:12])=[CH:10][C:5]=2[N:4]=[CH:3]1, predict the reactants needed to synthesize it. The reactants are: [CH3:1][N:2]1[C:6]2[CH2:7][NH:8][C@H:9]([C:11]([O:13][CH3:14])=[O:12])[CH2:10][C:5]=2[N:4]=[CH:3]1.C(N(CC)CC)C.[Se](=O)=O. (7) Given the product [C:14]([C:16]1[CH:21]=[CH:20][CH:19]=[CH:18][C:17]=1[C:22]1([C:23]([O:25][CH3:26])=[O:24])[CH2:3][CH2:2]1)#[N:15], predict the reactants needed to synthesize it. The reactants are: Br[CH2:2][CH2:3]Br.[OH-].[Na+].C1(C)C=CC=CC=1.[C:14]([C:16]1[CH:21]=[CH:20][CH:19]=[CH:18][C:17]=1[CH2:22][C:23]([O:25][CH3:26])=[O:24])#[N:15]. (8) Given the product [CH2:1]([O:3][C:4](=[O:18])[CH2:5][CH2:6][C:7]1[C:16]2[C:11](=[CH:12][CH:13]=[CH:14][CH:15]=2)[C:10]([O:17][CH2:27][CH2:26][C:25]2[C:20]([CH3:19])=[N:21][C:22]([C:29]3[CH:34]=[CH:33][C:32]([C:35]([F:38])([F:36])[F:37])=[CH:31][CH:30]=3)=[CH:23][CH:24]=2)=[CH:9][CH:8]=1)[CH3:2], predict the reactants needed to synthesize it. The reactants are: [CH2:1]([O:3][C:4](=[O:18])[CH2:5][CH2:6][C:7]1[C:16]2[C:11](=[CH:12][CH:13]=[CH:14][CH:15]=2)[C:10]([OH:17])=[CH:9][CH:8]=1)[CH3:2].[CH3:19][C:20]1[C:25]([CH2:26][CH2:27]O)=[CH:24][CH:23]=[C:22]([C:29]2[CH:34]=[CH:33][C:32]([C:35]([F:38])([F:37])[F:36])=[CH:31][CH:30]=2)[N:21]=1. (9) Given the product [F:28][C:25]1[CH:24]=[CH:23][C:22]([C:16]2[O:15][C:13]3=[N:14][C:9]([NH:43][CH2:42][C:41]([F:45])([F:44])[F:40])=[C:10]([C:29]4[CH:30]=[C:31]([CH:35]=[CH:36][C:37]=4[O:38][CH3:39])[C:32]([OH:34])=[O:33])[CH:11]=[C:12]3[C:17]=2[C:18](=[O:21])[NH:19][CH3:20])=[CH:27][CH:26]=1, predict the reactants needed to synthesize it. The reactants are: CC([O-])(CC)C.[Na+].Cl[C:9]1[N:14]=[C:13]2[O:15][C:16]([C:22]3[CH:27]=[CH:26][C:25]([F:28])=[CH:24][CH:23]=3)=[C:17]([C:18](=[O:21])[NH:19][CH3:20])[C:12]2=[CH:11][C:10]=1[C:29]1[CH:30]=[C:31]([CH:35]=[CH:36][C:37]=1[O:38][CH3:39])[C:32]([OH:34])=[O:33].[F:40][C:41]([F:45])([F:44])[CH2:42][NH2:43].